This data is from Reaction yield outcomes from USPTO patents with 853,638 reactions. The task is: Predict the reaction yield, written as a fraction of the theoretical maximum amount of product (1.0 means a 100% yield; for example, 0.34 means a 34% yield). (1) The reactants are [Li+].[OH-].CO.CC([Si](C)(C)[O:10][CH2:11][CH2:12][O:13][C:14]1[CH:22]=[C:21]2[C:17]([CH:18]=[C:19]([C:30]([O:32]C)=[O:31])[N:20]2C(OC(C)(C)C)=O)=[CH:16][CH:15]=1)(C)C. The catalyst is C1COCC1. The product is [OH:10][CH2:11][CH2:12][O:13][C:14]1[CH:22]=[C:21]2[C:17]([CH:18]=[C:19]([C:30]([OH:32])=[O:31])[NH:20]2)=[CH:16][CH:15]=1. The yield is 0.640. (2) The reactants are Br[C:2]1[CH:3]=[C:4]([N+:11]([O-:13])=[O:12])[CH:5]=[C:6]2[C:10]=1[NH:9][CH:8]=[CH:7]2.C(=O)([O-])[O-].[Cs+].[Cs+].[CH:20]1(B(O)O)[CH2:22][CH2:21]1. The catalyst is C1(C)C=CC=CC=1.O.C1C=CC(P(C2C=CC=CC=2)[C-]2C=CC=C2)=CC=1.C1C=CC(P(C2C=CC=CC=2)[C-]2C=CC=C2)=CC=1.Cl[Pd]Cl.[Fe+2]. The product is [CH:20]1([C:2]2[CH:3]=[C:4]([N+:11]([O-:13])=[O:12])[CH:5]=[C:6]3[C:10]=2[NH:9][CH:8]=[CH:7]3)[CH2:22][CH2:21]1. The yield is 0.790.